Task: Predict the reactants needed to synthesize the given product.. Dataset: Full USPTO retrosynthesis dataset with 1.9M reactions from patents (1976-2016) (1) Given the product [CH:1]([O:4][C:5]1[N:10]=[C:9]([C:11]2[C:19]3[C:14](=[CH:15][CH:16]=[C:17]([C:20]4[S:21][C:22]([N:49]5[CH2:50][CH2:51][C@H:47]([NH:46][C:44](=[O:45])[O:43][C:39]([CH3:41])([CH3:40])[CH3:42])[CH2:48]5)=[N:23][N:24]=4)[CH:18]=3)[N:13]([S:29]([C:32]3[CH:38]=[CH:37][C:35]([CH3:36])=[CH:34][CH:33]=3)(=[O:30])=[O:31])[CH:12]=2)[CH:8]=[CH:7][CH:6]=1)([CH3:3])[CH3:2], predict the reactants needed to synthesize it. The reactants are: [CH:1]([O:4][C:5]1[N:10]=[C:9]([C:11]2[C:19]3[C:14](=[CH:15][CH:16]=[C:17]([C:20]4[S:21][C:22](S(C)(=O)=O)=[N:23][N:24]=4)[CH:18]=3)[N:13]([S:29]([C:32]3[CH:38]=[CH:37][C:35]([CH3:36])=[CH:34][CH:33]=3)(=[O:31])=[O:30])[CH:12]=2)[CH:8]=[CH:7][CH:6]=1)([CH3:3])[CH3:2].[C:39]([O:43][C:44]([NH:46][C@H:47]1[CH2:51][CH2:50][NH:49][CH2:48]1)=[O:45])([CH3:42])([CH3:41])[CH3:40]. (2) Given the product [NH2:1][C:2]1[CH:7]=[C:6]([F:8])[C:5]([C:9]2[CH2:14][CH2:13][S:12][CH2:11][CH:10]=2)=[C:4]([F:16])[CH:3]=1, predict the reactants needed to synthesize it. The reactants are: [NH2:1][C:2]1[CH:7]=[C:6]([F:8])[C:5]([C:9]2(O)[CH2:14][CH2:13][S:12][CH2:11][CH2:10]2)=[C:4]([F:16])[CH:3]=1.Cl.O.N. (3) Given the product [CH:24]1([NH:30][CH2:2][C:3]([N:5]2[CH2:10][CH2:9][CH:8]([S:11]([C:14]3[CH:19]=[CH:18][CH:17]=[C:16]([C:20]([F:23])([F:22])[F:21])[CH:15]=3)(=[O:13])=[O:12])[CH2:7][CH2:6]2)=[O:4])[CH2:29][CH2:28][CH2:27][CH2:26][CH2:25]1, predict the reactants needed to synthesize it. The reactants are: Cl[CH2:2][C:3]([N:5]1[CH2:10][CH2:9][CH:8]([S:11]([C:14]2[CH:19]=[CH:18][CH:17]=[C:16]([C:20]([F:23])([F:22])[F:21])[CH:15]=2)(=[O:13])=[O:12])[CH2:7][CH2:6]1)=[O:4].[CH:24]1([NH2:30])[CH2:29][CH2:28][CH2:27][CH2:26][CH2:25]1. (4) Given the product [CH3:22][C:23]1[CH:24]=[CH:25][C:26]([S:29]([OH:32])(=[O:31])=[O:30])=[CH:27][CH:28]=1.[F:1][C:2]1[CH:7]=[CH:6][C:5]([C:8]2[S:9][C:10]([C:13]([C:16]3[CH:17]=[CH:18][N:19]=[CH:20][CH:21]=3)([OH:15])[CH3:14])=[CH:11][N:12]=2)=[CH:4][CH:3]=1, predict the reactants needed to synthesize it. The reactants are: [F:1][C:2]1[CH:7]=[CH:6][C:5]([C:8]2[S:9][C:10]([C:13]([C:16]3[CH:21]=[CH:20][N:19]=[CH:18][CH:17]=3)([OH:15])[CH3:14])=[CH:11][N:12]=2)=[CH:4][CH:3]=1.[CH3:22][C:23]1[CH:28]=[CH:27][C:26]([S:29]([OH:32])(=[O:31])=[O:30])=[CH:25][CH:24]=1. (5) Given the product [C:39]([OH:48])(=[O:38])[CH:40]([CH2:42][OH:43])[OH:41].[C:39]([OH:48])(=[O:38])[CH2:40][OH:41], predict the reactants needed to synthesize it. The reactants are: [OH-].[Na+].C1C2C(=O)C3C(=CC=CC=3)C(=O)C=2C=CC=1S([O-])(=O)=O.[Na+].OCC([C@H]([C@@H]([C@H](CO)O)O)O)=O.O=O.[O:38]=[C:39]([OH:48])[C@H:40]([C@@H:42]([C@H](CO)O)[OH:43])[OH:41]. (6) Given the product [CH3:16][C:10]1([CH3:17])[CH2:9][N:5]2[C:6](=[O:8])[N:7]=[C:2]([O:28][CH2:27][C:21]3[CH:22]=[C:23]([F:26])[C:24]([F:25])=[C:19]([F:18])[CH:20]=3)[CH:3]=[C:4]2[NH:11]1, predict the reactants needed to synthesize it. The reactants are: Cl[C:2]1[CH:3]=[C:4]2[N:11](S(C)(=O)=O)[C:10]([CH3:17])([CH3:16])[CH2:9][N:5]2[C:6](=[O:8])[N:7]=1.[F:18][C:19]1[CH:20]=[C:21]([CH2:27][OH:28])[CH:22]=[C:23]([F:26])[C:24]=1[F:25].C([O-])([O-])=O.[K+].[K+]. (7) Given the product [C:16]1([S:22]([NH:1][C:2]2[S:6][C:5]3[CH2:7][CH2:8][CH2:9][CH2:10][C:4]=3[C:3]=2[C:11]([O:13][CH2:14][CH3:15])=[O:12])(=[O:24])=[O:23])[CH:21]=[CH:20][CH:19]=[CH:18][CH:17]=1, predict the reactants needed to synthesize it. The reactants are: [NH2:1][C:2]1[S:6][C:5]2[CH2:7][CH2:8][CH2:9][CH2:10][C:4]=2[C:3]=1[C:11]([O:13][CH2:14][CH3:15])=[O:12].[C:16]1([S:22](Cl)(=[O:24])=[O:23])[CH:21]=[CH:20][CH:19]=[CH:18][CH:17]=1. (8) Given the product [CH3:40][CH:41]([CH3:45])[CH2:42][CH2:43][N:13]([CH2:14][C@H:15]([NH:23][C:24]([O:26][CH2:27][C:28]1[S:32][CH:31]=[N:30][CH:29]=1)=[O:25])[CH2:16][C:17]1[CH:18]=[CH:19][CH:20]=[CH:21][CH:22]=1)[CH2:12][C@H:11]([NH:10][C:8]([O:7][CH2:6][C:5]1[S:1][CH:2]=[N:3][CH:4]=1)=[O:9])[CH2:33][C:34]1[CH:39]=[CH:38][CH:37]=[CH:36][CH:35]=1, predict the reactants needed to synthesize it. The reactants are: [S:1]1[C:5]([CH2:6][O:7][C:8]([NH:10][C@H:11]([CH2:33][C:34]2[CH:39]=[CH:38][CH:37]=[CH:36][CH:35]=2)[CH2:12][NH:13][CH2:14][C@H:15]([NH:23][C:24]([O:26][CH2:27][C:28]2[S:32][CH:31]=[N:30][CH:29]=2)=[O:25])[CH2:16][C:17]2[CH:22]=[CH:21][CH:20]=[CH:19][CH:18]=2)=[O:9])=[CH:4][N:3]=[CH:2]1.[CH3:40][CH:41]([CH3:45])[CH2:42][CH:43]=O.C(O)(=O)C.C(O[BH-](OC(=O)C)OC(=O)C)(=O)C.[Na+]. (9) Given the product [Cl:1][C:2]1[CH:30]=[CH:29][CH:28]=[CH:27][C:3]=1[CH2:4][N:5]1[C:9]2[CH:10]3[CH2:21][CH:12]([C:13]4[CH:18]=[C:17]([F:19])[C:16]([I:20])=[CH:15][C:14]=4[C:8]=2[N:7]=[C:6]1[C:22]([NH2:31])=[O:24])[CH2:11]3, predict the reactants needed to synthesize it. The reactants are: [Cl:1][C:2]1[CH:30]=[CH:29][CH:28]=[CH:27][C:3]=1[CH2:4][N:5]1[C:9]2[CH:10]3[CH2:21][CH:12]([C:13]4[CH:18]=[C:17]([F:19])[C:16]([I:20])=[CH:15][C:14]=4[C:8]=2[N:7]=[C:6]1[C:22]([O:24]CC)=O)[CH2:11]3.[NH3:31]. (10) Given the product [Cl:17][C:18]1[CH:26]=[CH:25][CH:24]=[C:23]([Cl:27])[C:19]=1[C:20]([NH:1][C:2]1[C:3]([C:7]([OH:9])=[O:8])=[N:4][S:5][CH:6]=1)=[O:21], predict the reactants needed to synthesize it. The reactants are: [NH2:1][C:2]1[C:3]([C:7]([OH:9])=[O:8])=[N:4][S:5][CH:6]=1.C(N(CC)CC)C.[Cl:17][C:18]1[CH:26]=[CH:25][CH:24]=[C:23]([Cl:27])[C:19]=1[C:20](Cl)=[O:21].